Dataset: Full USPTO retrosynthesis dataset with 1.9M reactions from patents (1976-2016). Task: Predict the reactants needed to synthesize the given product. (1) Given the product [NH2:1][C:4]1[CH:5]=[C:6]([NH:11][C:12]2[N:17]=[C:16]([C:18]3[CH:19]=[N:20][CH:21]=[CH:22][CH:23]=3)[CH:15]=[CH:14][N:13]=2)[C:7]([CH3:10])=[N:8][CH:9]=1, predict the reactants needed to synthesize it. The reactants are: [N+:1]([C:4]1[CH:5]=[C:6]([NH:11][C:12]2[N:17]=[C:16]([C:18]3[CH:19]=[N:20][CH:21]=[CH:22][CH:23]=3)[CH:15]=[CH:14][N:13]=2)[C:7]([CH3:10])=[N:8][CH:9]=1)([O-])=O.[H][H]. (2) Given the product [C:1]([O:5][C:6]([NH:8][C@H:9]([C:20]([NH:22][C@@H:23]([C:25]([NH:27][CH2:28][C@@H:29]([NH2:37])[CH2:30][C:31]1[CH:36]=[CH:35][CH:34]=[CH:33][CH:32]=1)=[O:26])[CH3:24])=[O:21])[CH2:10][C:11]1[C:16]([CH3:17])=[CH:15][C:14]([OH:18])=[CH:13][C:12]=1[CH3:19])=[O:7])([CH3:2])([CH3:3])[CH3:4], predict the reactants needed to synthesize it. The reactants are: [C:1]([O:5][C:6]([NH:8][C@H:9]([C:20]([NH:22][C@@H:23]([C:25]([NH:27][CH2:28][C@@H:29]([NH:37]C(OCC1C=CC=CC=1)=O)[CH2:30][C:31]1[CH:36]=[CH:35][CH:34]=[CH:33][CH:32]=1)=[O:26])[CH3:24])=[O:21])[CH2:10][C:11]1[C:16]([CH3:17])=[CH:15][C:14]([OH:18])=[CH:13][C:12]=1[CH3:19])=[O:7])([CH3:4])([CH3:3])[CH3:2].C([O-])=O.[NH4+]. (3) Given the product [CH3:38][O:37][C:33]1[CH:32]=[C:31]([CH:36]=[CH:35][CH:34]=1)[CH2:30][N:10]1[C:9]2[CH:8]=[CH:7][CH:6]=[C:5]([C:3]([OH:4])=[O:2])[C:13]=2[N:12]=[C:11]1[C:14](=[O:29])[NH:15][C:16]1[CH:17]=[CH:18][C:19]([N:22]2[CH2:27][CH2:26][O:25][CH2:24][C:23]2=[O:28])=[CH:20][CH:21]=1, predict the reactants needed to synthesize it. The reactants are: C[O:2][C:3]([C:5]1[C:13]2[N:12]=[C:11]([C:14](=[O:29])[NH:15][C:16]3[CH:21]=[CH:20][C:19]([N:22]4[CH2:27][CH2:26][O:25][CH2:24][C:23]4=[O:28])=[CH:18][CH:17]=3)[N:10]([CH2:30][C:31]3[CH:36]=[CH:35][CH:34]=[C:33]([O:37][CH3:38])[CH:32]=3)[C:9]=2[CH:8]=[CH:7][CH:6]=1)=[O:4].[Li+].[OH-]. (4) Given the product [ClH:36].[F:12][C:4]1[CH:5]=[C:6]([S:8]([CH3:11])(=[O:10])=[O:9])[CH:7]=[C:2]([F:1])[C:3]=1[NH:13][C@H:14]1[CH2:19][CH2:18][CH2:17][N:16]([CH:20]2[CH2:21][CH2:22][NH:23][CH2:24][CH2:25]2)[C:15]1=[O:33], predict the reactants needed to synthesize it. The reactants are: [F:1][C:2]1[CH:7]=[C:6]([S:8]([CH3:11])(=[O:10])=[O:9])[CH:5]=[C:4]([F:12])[C:3]=1[NH:13][C@H:14]1[CH2:19][CH2:18][CH2:17][N:16]([CH:20]2[CH2:25][CH2:24][N:23](C(OC(C)(C)C)=O)[CH2:22][CH2:21]2)[C:15]1=[O:33].Cl.C(Cl)[Cl:36].